Dataset: Full USPTO retrosynthesis dataset with 1.9M reactions from patents (1976-2016). Task: Predict the reactants needed to synthesize the given product. (1) Given the product [CH:1]1([C:4]2[CH:8]=[C:7]([CH2:9][NH:10][C:11]([C:13]3[C:14](=[O:34])[N:15]([C:24]4[CH:29]=[CH:28][CH:27]=[C:26]([C:30]([F:32])([F:33])[F:31])[CH:25]=4)[C:16]([CH3:23])=[C:17]([CH2:19][CH2:20][C:21]([OH:37])=[O:22])[CH:18]=3)=[O:12])[O:6][N:5]=2)[CH2:2][CH2:3]1, predict the reactants needed to synthesize it. The reactants are: [CH:1]1([C:4]2[CH:8]=[C:7]([CH2:9][NH:10][C:11]([C:13]3[C:14](=[O:34])[N:15]([C:24]4[CH:29]=[CH:28][CH:27]=[C:26]([C:30]([F:33])([F:32])[F:31])[CH:25]=4)[C:16]([CH3:23])=[C:17]([C:19]#[C:20][CH2:21][OH:22])[CH:18]=3)=[O:12])[O:6][N:5]=2)[CH2:3][CH2:2]1.CC[O:37]C(C)=O. (2) The reactants are: [C:1]([C:3]1[C:12]2[C:7](=[CH:8][CH:9]=[C:10]([O:13][C:14]3[CH:19]=[CH:18][CH:17]=[CH:16][CH:15]=3)[CH:11]=2)[C:6]([OH:20])=[C:5]([C:21](OC)=[O:22])[N:4]=1)#[N:2].[C:25]([O:29][C:30](=[O:37])[C:31]([CH2:35][NH2:36])([CH3:34])[CH2:32][CH3:33])([CH3:28])([CH3:27])[CH3:26]. Given the product [C:25]([O:29][C:30](=[O:37])[C:31]([CH2:35][NH:36][C:21]([C:5]1[N:4]=[C:3]([C:1]#[N:2])[C:12]2[C:7]([C:6]=1[OH:20])=[CH:8][CH:9]=[C:10]([O:13][C:14]1[CH:15]=[CH:16][CH:17]=[CH:18][CH:19]=1)[CH:11]=2)=[O:22])([CH3:34])[CH2:32][CH3:33])([CH3:26])([CH3:27])[CH3:28], predict the reactants needed to synthesize it. (3) Given the product [Cl:1][C:2]1[CH:10]=[CH:9][C:5]([C:6]([NH:17][CH2:16][CH:12]2[CH2:15][CH2:14][CH2:13]2)=[O:7])=[CH:4][N:3]=1, predict the reactants needed to synthesize it. The reactants are: [Cl:1][C:2]1[CH:10]=[CH:9][C:5]([C:6](Cl)=[O:7])=[CH:4][N:3]=1.Cl.[CH:12]1([CH2:16][NH2:17])[CH2:15][CH2:14][CH2:13]1.C(N(CC)CC)C. (4) Given the product [O:30]=[C:21]1[N:20]([C:17]2[CH:18]=[CH:19][C:11]3[C:10]4[NH:35][N:36]=[C:7]([C:6]5[CH:32]=[CH:33][C:3]([C:1]#[N:2])=[CH:4][CH:5]=5)[C:9]=4[CH2:15][CH2:14][CH2:13][C:12]=3[CH:16]=2)[CH2:24][C@H:23]([CH2:25][NH:26][C:27](=[O:29])[CH3:28])[O:22]1, predict the reactants needed to synthesize it. The reactants are: [C:1]([C:3]1[CH:33]=[CH:32][C:6]([C:7]([CH:9]2[CH2:15][CH2:14][CH2:13][C:12]3[CH:16]=[C:17]([N:20]4[CH2:24][C@H:23]([CH2:25][NH:26][C:27](=[O:29])[CH3:28])[O:22][C:21]4=[O:30])[CH:18]=[CH:19][C:11]=3[C:10]2=O)=O)=[CH:5][CH:4]=1)#[N:2].O.[NH2:35][NH2:36]. (5) Given the product [NH2:13][C:14]1[C:23]2[N:24]=[C:25]([CH2:30][CH2:31][CH2:32][CH3:33])[N:26]([CH2:27][CH2:28][NH:29][C:1](=[O:12])[CH2:2][CH:3]([CH3:4])[CH2:5][CH2:6][CH:7]=[C:8]([CH3:9])[CH3:10])[C:22]=2[C:21]2[N:20]=[CH:19][CH:18]=[CH:17][C:16]=2[N:15]=1, predict the reactants needed to synthesize it. The reactants are: [C:1]([OH:12])(=O)[CH2:2][CH:3]([CH2:5][CH2:6][CH:7]=[C:8]([CH3:10])[CH3:9])[CH3:4].[NH2:13][C:14]1[C:23]2[N:24]=[C:25]([CH2:30][CH2:31][CH2:32][CH3:33])[N:26]([CH2:27][CH2:28][NH2:29])[C:22]=2[C:21]2[N:20]=[CH:19][CH:18]=[CH:17][C:16]=2[N:15]=1. (6) Given the product [CH3:19][O:18][C:11]1[C:10]([CH:2]2[N:1]([CH2:29][C:28]3[CH:31]=[CH:32][CH:33]=[C:26]([C:24]4[N:25]=[C:21]([CH3:20])[S:22][CH:23]=4)[CH:27]=3)[C:6](=[O:8])[CH2:5][CH2:4][CH2:3]2)=[C:15]([O:16][CH3:17])[CH:14]=[CH:13][N:12]=1, predict the reactants needed to synthesize it. The reactants are: [NH2:1][CH:2]([C:10]1[C:11]([O:18][CH3:19])=[N:12][CH:13]=[CH:14][C:15]=1[O:16][CH3:17])[CH2:3][CH2:4][CH2:5][C:6]([O:8]C)=O.[CH3:20][C:21]1[S:22][CH:23]=[C:24]([C:26]2[CH:27]=[C:28]([CH:31]=[CH:32][CH:33]=2)[CH:29]=O)[N:25]=1.